Dataset: Reaction yield outcomes from USPTO patents with 853,638 reactions. Task: Predict the reaction yield, written as a fraction of the theoretical maximum amount of product (1.0 means a 100% yield; for example, 0.34 means a 34% yield). (1) The reactants are [CH2:1]([O:3][C:4]([C:6]1[CH2:7][CH2:8][N:9]([CH2:17][C:18]2[CH:23]=[CH:22][CH:21]=[CH:20][CH:19]=2)[CH2:10][C:11]=1[C:12]1[CH:16]=[CH:15][S:14][CH:13]=1)=[O:5])[CH3:2]. The catalyst is CCO.[Pd]. The product is [CH2:1]([O:3][C:4]([CH:6]1[CH2:7][CH2:8][N:9]([CH2:17][C:18]2[CH:19]=[CH:20][CH:21]=[CH:22][CH:23]=2)[CH2:10][CH:11]1[C:12]1[CH:16]=[CH:15][S:14][CH:13]=1)=[O:5])[CH3:2]. The yield is 0.710. (2) The reactants are [CH3:1][N:2]1[C:6]([C:7]2[CH:8]=[C:9]([C:14]3[CH:19]=[CH:18][CH:17]=[CH:16][CH:15]=3)[CH:10]=[CH:11][C:12]=2[OH:13])=[CH:5][CH:4]=[N:3]1.C(=O)([O-])[O-].[K+].[K+].[C:26]([C:28]1[CH:29]=[C:30]([S:35]([NH:38][C:39]2[S:43][N:42]=[CH:41][N:40]=2)(=[O:37])=[O:36])[CH:31]=[CH:32][C:33]=1F)#[N:27].Cl. The catalyst is CN(C)C=O. The product is [C:26]([C:28]1[CH:29]=[C:30]([S:35]([NH:38][C:39]2[S:43][N:42]=[CH:41][N:40]=2)(=[O:37])=[O:36])[CH:31]=[CH:32][C:33]=1[O:13][C:12]1[CH:11]=[CH:10][C:9]([C:14]2[CH:15]=[CH:16][CH:17]=[CH:18][CH:19]=2)=[CH:8][C:7]=1[C:6]1[N:2]([CH3:1])[N:3]=[CH:4][CH:5]=1)#[N:27]. The yield is 0.990. (3) The reactants are [NH2:1][C:2]1[N:3]=[CH:4][C:5]([C:18]2[CH:46]=[CH:45][C:21]([CH2:22][NH:23][CH:24]3[CH2:29][CH2:28][N:27](C(OC(C)(C)C)=O)[C@@H:26]([C:37]([O:39][CH:40]4[CH2:44][CH2:43][CH2:42][CH2:41]4)=[O:38])[CH2:25]3)=[CH:20][CH:19]=2)=[N:6][C:7]=1[NH:8][CH2:9][C:10]1[C:15]([Cl:16])=[CH:14][CH:13]=[CH:12][C:11]=1[Cl:17].Cl. The catalyst is C(Cl)Cl.C(OCC)C. The product is [NH2:1][C:2]1[N:3]=[CH:4][C:5]([C:18]2[CH:19]=[CH:20][C:21]([CH2:22][NH:23][CH:24]3[CH2:29][CH2:28][NH:27][C@@H:26]([C:37]([O:39][CH:40]4[CH2:41][CH2:42][CH2:43][CH2:44]4)=[O:38])[CH2:25]3)=[CH:45][CH:46]=2)=[N:6][C:7]=1[NH:8][CH2:9][C:10]1[C:15]([Cl:16])=[CH:14][CH:13]=[CH:12][C:11]=1[Cl:17]. The yield is 0.600. (4) The reactants are Br[C:2]1[CH:7]=[CH:6][C:5]([C:8]([CH3:12])([CH3:11])[C:9]#[N:10])=[CH:4][CH:3]=1.[CH3:13][C:14]1([CH3:30])[C:18]([CH3:20])([CH3:19])[O:17][B:16]([B:16]2[O:17][C:18]([CH3:20])([CH3:19])[C:14]([CH3:30])([CH3:13])[O:15]2)[O:15]1.CC([O-])=O.[K+]. The catalyst is O1CCOCC1.C1C=CC(P(C2C=CC=CC=2)[C-]2C=CC=C2)=CC=1.C1C=CC(P(C2C=CC=CC=2)[C-]2C=CC=C2)=CC=1.Cl[Pd]Cl.[Fe+2]. The product is [CH3:11][C:8]([C:5]1[CH:6]=[CH:7][C:2]([B:16]2[O:17][C:18]([CH3:20])([CH3:19])[C:14]([CH3:30])([CH3:13])[O:15]2)=[CH:3][CH:4]=1)([CH3:12])[C:9]#[N:10]. The yield is 0.714. (5) The reactants are [CH3:1][O:2][C:3]1[CH:8]=[CH:7][C:6]([C:9](=O)[CH2:10]C)=[CH:5][CH:4]=1.C([O:15][CH:16](OCC)[O:17]CC)C.Cl(O)(=O)(=O)=O.CO. The catalyst is [OH-].[K+].O. The product is [CH3:1][O:2][C:3]1[CH:4]=[CH:5][C:6]([CH:9]([CH3:10])[C:16]([OH:17])=[O:15])=[CH:7][CH:8]=1. The yield is 0.630. (6) The reactants are [F:1][C:2]([F:32])([F:31])[C:3]1([CH2:7][N:8]2[CH2:13][CH2:12][CH:11]([CH2:14][O:15][C:16]3[CH:21]=[CH:20][C:19]([C:22]4[CH:27]=[CH:26][C:25]([C:28](O)=[O:29])=[CH:24][CH:23]=4)=[CH:18][CH:17]=3)[CH2:10][CH2:9]2)[CH2:6][CH2:5][CH2:4]1.Cl.[CH3:34][NH:35][CH3:36].C1CN([P+](ON2N=NC3C=CC=CC2=3)(N2CCCC2)N2CCCC2)CC1.F[P-](F)(F)(F)(F)F.CCN(C(C)C)C(C)C. The catalyst is CN(C=O)C.O. The product is [CH3:34][N:35]([CH3:36])[C:28]([C:25]1[CH:26]=[CH:27][C:22]([C:19]2[CH:18]=[CH:17][C:16]([O:15][CH2:14][CH:11]3[CH2:10][CH2:9][N:8]([CH2:7][C:3]4([C:2]([F:31])([F:32])[F:1])[CH2:6][CH2:5][CH2:4]4)[CH2:13][CH2:12]3)=[CH:21][CH:20]=2)=[CH:23][CH:24]=1)=[O:29]. The yield is 0.500. (7) The reactants are [CH3:1][C:2]1[C:3]([CH3:27])=[CH:4][C:5]2[N:14]([CH2:15][CH2:16][CH2:17][CH2:18][CH2:19][CH2:20][C:21]([OH:23])=[O:22])[C:13]3[C:8]([C:9](=[O:25])[NH:10][C:11](=[O:24])[N:12]=3)=[N:7][C:6]=2[CH:26]=1.Cl[CH2:29][O:30][C:31](=[O:33])[CH3:32].C(N(CC)CC)C. The catalyst is [I-].C([N+](CCCC)(CCCC)CCCC)CCC.CN(C=O)C. The product is [CH3:1][C:2]1[C:3]([CH3:27])=[CH:4][C:5]2[N:14]([CH2:15][CH2:16][CH2:17][CH2:18][CH2:19][CH2:20][C:21]([O:23][CH2:29][O:30][C:31](=[O:33])[CH3:32])=[O:22])[C:13]3[C:8]([C:9](=[O:25])[NH:10][C:11](=[O:24])[N:12]=3)=[N:7][C:6]=2[CH:26]=1. The yield is 0.290.